Dataset: Peptide-MHC class I binding affinity with 185,985 pairs from IEDB/IMGT. Task: Regression. Given a peptide amino acid sequence and an MHC pseudo amino acid sequence, predict their binding affinity value. This is MHC class I binding data. (1) The peptide sequence is GPEHSVADY. The MHC is HLA-A30:02 with pseudo-sequence HLA-A30:02. The binding affinity (normalized) is 0.597. (2) The peptide sequence is RNEQGQTLW. The binding affinity (normalized) is 0.0847. The MHC is HLA-A26:01 with pseudo-sequence HLA-A26:01.